The task is: Binary Classification. Given a miRNA mature sequence and a target amino acid sequence, predict their likelihood of interaction.. This data is from Experimentally validated miRNA-target interactions with 360,000+ pairs, plus equal number of negative samples. (1) The miRNA is hsa-miR-4746-3p with sequence AGCGGUGCUCCUGCGGGCCGA. The protein sequence of the target gene is MAWSLGSWLGGCLLVSALGMVPPPENVRMNSVNFKNILQWESPAFAKGNLTFTAQYLSYRIFQDKCMNTTLTECDFSSLSKYGDHTLRVRAEFADEHSDWVNITFCPVDDTIIGPPGMQVEVLADSLHMRFLAPKIENEYETWTMKNVYNSWTYNVQYWKNGTDEKFQITPQYDFEVLRNLEPWTTYCVQVRGFLPDRNKAGEWSEPVCEQTTHDETVPSWMVAVILMASVFMVCLALLGCFALLWCVYKKTKYAFSPRNSLPQHLKEFLGHPHHNTLLFFSFPLSDENDVFDKLSVIAE.... Result: 0 (no interaction). (2) The miRNA is hsa-miR-3919 with sequence GCAGAGAACAAAGGACUCAGU. The protein sequence of the target gene is MHRTTRIKITELNPHLMCVLCGGYFIDATTIIECLHSFCKTCIVRYLETSKYCPICDVQVHKTRPLLNIRSDKTLQDIVYKLVPGLFKNEMKRRRDFYAAHPSADAANGSNEDRGEVADEEKRIITDDEIISLSIEFFDQSRLDRKVNKEKPKEEVNDKRYLRCPAAMTVMHLRKFLRSKMDIPNTFQIDVMYEEEPLKDYYTLMDIAYIYTWRRNGPLPLKYRVRPTCKRMKMSHQRDGLTNAGELESDSGSDKANSPAGGVPSTSSCLPSPSTPVQSPHPQFPHISSTMNGTSNSPSA.... Result: 0 (no interaction).